This data is from Full USPTO retrosynthesis dataset with 1.9M reactions from patents (1976-2016). The task is: Predict the reactants needed to synthesize the given product. Given the product [CH2:12]([O:11][C:7]1[C:6]2[C:2]([NH:1][C:36]3[CH:41]=[CH:40][N:39]=[C:38]([F:42])[CH:37]=3)=[N:3][N:4]([C:19]3([CH2:32][C:33]#[N:34])[CH2:24][CH2:23][N:22]([C:25]([O:27][C:28]([CH3:29])([CH3:30])[CH3:31])=[O:26])[CH2:21][CH2:20]3)[C:5]=2[CH:10]=[CH:9][N:8]=1)[C:13]1[CH:14]=[CH:15][CH:16]=[CH:17][CH:18]=1, predict the reactants needed to synthesize it. The reactants are: [NH2:1][C:2]1[C:6]2[C:7]([O:11][CH2:12][C:13]3[CH:18]=[CH:17][CH:16]=[CH:15][CH:14]=3)=[N:8][CH:9]=[CH:10][C:5]=2[N:4]([C:19]2([CH2:32][C:33]#[N:34])[CH2:24][CH2:23][N:22]([C:25]([O:27][C:28]([CH3:31])([CH3:30])[CH3:29])=[O:26])[CH2:21][CH2:20]2)[N:3]=1.Br[C:36]1[CH:41]=[CH:40][N:39]=[C:38]([F:42])[CH:37]=1.C(P(C(C)(C)C)C1C=CC=CC=1C1C(C(C)C)=CC(C(C)C)=CC=1C(C)C)(C)(C)C.C([O-])(=O)C.[K+].